The task is: Predict the product of the given reaction.. This data is from Forward reaction prediction with 1.9M reactions from USPTO patents (1976-2016). (1) The product is: [CH3:1][O:2][CH2:3][CH2:4][NH:5][C:6]1[N:11]=[CH:10][C:9]([CH:12]([CH3:17])[C:13]([OH:15])=[O:14])=[CH:8][CH:7]=1. Given the reactants [CH3:1][O:2][CH2:3][CH2:4][NH:5][C:6]1[N:11]=[CH:10][C:9]([CH:12]([CH3:17])[C:13]([O:15]C)=[O:14])=[CH:8][CH:7]=1.[Li+].[OH-].O.Cl, predict the reaction product. (2) Given the reactants Cl[C:2]1[N:3]=[C:4]([OH:12])[C:5]2[CH:11]=[CH:10][N:9]=[CH:8][C:6]=2[N:7]=1.[CH:13]([C:16]1[CH:21]=[CH:20][C:19]([N:22]([CH:30]2[CH2:35][CH2:34][O:33][CH2:32][CH2:31]2)[C:23]2[CH:28]=[CH:27][C:26]([OH:29])=[CH:25][CH:24]=2)=[CH:18][CH:17]=1)([CH3:15])[CH3:14], predict the reaction product. The product is: [CH:13]([C:16]1[CH:21]=[CH:20][C:19]([N:22]([CH:30]2[CH2:35][CH2:34][O:33][CH2:32][CH2:31]2)[C:23]2[CH:28]=[CH:27][C:26]([O:29][C:2]3[N:3]=[C:4]([OH:12])[C:5]4[CH:11]=[CH:10][N:9]=[CH:8][C:6]=4[N:7]=3)=[CH:25][CH:24]=2)=[CH:18][CH:17]=1)([CH3:15])[CH3:14].